From a dataset of Reaction yield outcomes from USPTO patents with 853,638 reactions. Predict the reaction yield, written as a fraction of the theoretical maximum amount of product (1.0 means a 100% yield; for example, 0.34 means a 34% yield). The reactants are [CH2:1]([O:8][C:9]1[CH:14]=[C:13]([O:15][CH3:16])[C:12](Br)=[CH:11][C:10]=1[O:18][CH3:19])[C:2]1[CH:7]=[CH:6][CH:5]=[CH:4][CH:3]=1.[B:20](OC(C)C)([O:25]C(C)C)[O:21]C(C)C. No catalyst specified. The product is [CH2:1]([O:8][C:9]1[C:10]([O:18][CH3:19])=[CH:11][C:12]([B:20]([OH:25])[OH:21])=[C:13]([O:15][CH3:16])[CH:14]=1)[C:2]1[CH:7]=[CH:6][CH:5]=[CH:4][CH:3]=1. The yield is 0.620.